This data is from Forward reaction prediction with 1.9M reactions from USPTO patents (1976-2016). The task is: Predict the product of the given reaction. Given the reactants [CH3:1][C:2]1[CH:6]=[C:5]([CH2:7][C:8]([OH:10])=[O:9])[O:4][N:3]=1.O=S(Cl)Cl.[CH3:15]O, predict the reaction product. The product is: [CH3:1][C:2]1[CH:6]=[C:5]([CH2:7][C:8]([O:10][CH3:15])=[O:9])[O:4][N:3]=1.